Dataset: Full USPTO retrosynthesis dataset with 1.9M reactions from patents (1976-2016). Task: Predict the reactants needed to synthesize the given product. (1) Given the product [Cl:1][C:2]1[C:7]([C:8]2[CH:9]=[C:10]([CH:14]([C:16]3[O:17][CH:18]=[CH:19][N:20]=3)[OH:15])[CH:11]=[CH:12][CH:13]=2)=[CH:6][N:5]=[C:4]2[NH:21][CH:22]=[C:23]([C:24]3[CH:29]=[CH:28][CH:27]=[CH:26][C:25]=3[F:30])[C:3]=12, predict the reactants needed to synthesize it. The reactants are: [Cl:1][C:2]1[C:7]([C:8]2[CH:9]=[C:10]([CH:14]([C:16]3[O:17][CH:18]=[CH:19][N:20]=3)[OH:15])[CH:11]=[CH:12][CH:13]=2)=[CH:6][N:5]=[C:4]2[N:21](COCC[Si](C)(C)C)[CH:22]=[C:23]([C:24]3[CH:29]=[CH:28][CH:27]=[CH:26][C:25]=3[F:30])[C:3]=12.C(O)(C(F)(F)F)=O. (2) Given the product [CH:27]([CH:30]1[C:35]2[N:36]=[CH:37][NH:38][C:34]=2[CH2:33][CH2:32][N:31]1[C:39]([O:1][CH2:2][CH:3]1[CH2:6][CH2:5][O:4]1)=[O:40])([CH3:29])[CH3:28], predict the reactants needed to synthesize it. The reactants are: [OH:1][CH2:2][CH:3]1[CH2:6][CH2:5][O:4]1.CN1CCOCC1.ClC(OC1C=CC([N+]([O-])=O)=CC=1)=O.[CH:27]([CH:30]1[C:35]2[N:36]=[CH:37][NH:38][C:34]=2[CH2:33][CH2:32][N:31]1[C:39](OCC1SC=CN=1)=[O:40])([CH3:29])[CH3:28].CCN(C(C)C)C(C)C. (3) Given the product [CH3:1][C:2]([CH3:18])([CH3:17])[CH2:3][CH2:4][C:5]1[C:12]([C:13]#[N:14])=[C:11]([OH:15])[C:10]([OH:16])=[CH:9][C:6]=1[C:7]#[N:8], predict the reactants needed to synthesize it. The reactants are: [CH3:1][C:2]([CH3:18])([CH3:17])/[CH:3]=[CH:4]/[C:5]1[C:12]([C:13]#[N:14])=[C:11]([OH:15])[C:10]([OH:16])=[CH:9][C:6]=1[C:7]#[N:8]. (4) Given the product [CH2:10]([C:9]1([C:6]2[CH:7]=[CH:8][C:3]([O:2][CH3:1])=[CH:4][CH:5]=2)[O:15][CH2:14][CH2:13][O:12]1)[CH3:11], predict the reactants needed to synthesize it. The reactants are: [CH3:1][O:2][C:3]1[CH:8]=[CH:7][C:6]([C:9](=[O:12])[CH2:10][CH3:11])=[CH:5][CH:4]=1.[CH2:13](O)[CH2:14][OH:15]. (5) The reactants are: [C:1]([C:3]1[CH:8]=[CH:7][C:6](B(O)O)=[CH:5][CH:4]=1)#[N:2].[C:12]([O:16][C:17](=[O:26])[NH:18][C:19]1[CH:24]=[CH:23][CH:22]=[C:21](Br)[N:20]=1)([CH3:15])([CH3:14])[CH3:13].C([O-])([O-])=O.[K+].[K+]. Given the product [C:12]([O:16][C:17](=[O:26])[NH:18][C:19]1[CH:24]=[CH:23][CH:22]=[C:21]([C:6]2[CH:7]=[CH:8][C:3]([C:1]#[N:2])=[CH:4][CH:5]=2)[N:20]=1)([CH3:15])([CH3:14])[CH3:13], predict the reactants needed to synthesize it.